Task: Predict which catalyst facilitates the given reaction.. Dataset: Catalyst prediction with 721,799 reactions and 888 catalyst types from USPTO (1) Reactant: [C:1]12([C:11]3[CH:12]=[C:13]([CH:24]=[CH:25][C:26]=3[O:27][CH:28]([CH3:30])[CH3:29])[CH2:14][CH2:15][N:16](C)[C:17](=O)C(F)(F)F)[CH2:10][CH:5]3[CH2:6][CH:7]([CH2:9][CH:3]([CH2:4]3)[CH2:2]1)[CH2:8]2.[OH-].[Na+]. Product: [C:1]12([C:11]3[CH:12]=[C:13]([CH2:14][CH2:15][NH:16][CH3:17])[CH:24]=[CH:25][C:26]=3[O:27][CH:28]([CH3:29])[CH3:30])[CH2:2][CH:3]3[CH2:9][CH:7]([CH2:6][CH:5]([CH2:4]3)[CH2:10]1)[CH2:8]2. The catalyst class is: 5. (2) Reactant: [Cl:1][C:2]1[CH:7]=[CH:6][C:5]([N:8]2[C:16](=[O:17])[C:15]3[C:10](=[CH:11][CH:12]=[CH:13][CH:14]=3)[C:9]2=[O:18])=[CH:4][C:3]=1[C:19]1[N:20]=[C:21]2[N:26]=[CH:25][C:24]([NH:27][C:28](=[O:33])[O:29][CH:30]([CH3:32])[CH3:31])=[CH:23][N:22]2[CH:34]=1.[H-].[Na+].I[CH3:38]. Product: [Cl:1][C:2]1[CH:7]=[CH:6][C:5]([N:8]2[C:9](=[O:18])[C:10]3[C:15](=[CH:14][CH:13]=[CH:12][CH:11]=3)[C:16]2=[O:17])=[CH:4][C:3]=1[C:19]1[N:20]=[C:21]2[N:26]=[CH:25][C:24]([N:27]([CH3:38])[C:28](=[O:33])[O:29][CH:30]([CH3:31])[CH3:32])=[CH:23][N:22]2[CH:34]=1. The catalyst class is: 3. (3) The catalyst class is: 8. Product: [CH:1]1([CH:7]([NH:18][C:19]2[CH:20]=[CH:21][C:22]([C:25]([N:27]([CH3:35])[CH2:28][CH2:29][C:30]([OH:32])=[O:31])=[O:26])=[CH:23][CH:24]=2)[C:8]2[O:16][C:15]3[C:10](=[N:11][CH:12]=[CH:13][CH:14]=3)[C:9]=2[CH3:17])[CH2:6][CH2:5][CH2:4][CH2:3][CH2:2]1. Reactant: [CH:1]1([CH:7]([NH:18][C:19]2[CH:24]=[CH:23][C:22]([C:25]([N:27]([CH3:35])[CH2:28][CH2:29][C:30]([O:32]CC)=[O:31])=[O:26])=[CH:21][CH:20]=2)[C:8]2[O:16][C:15]3[C:10](=[N:11][CH:12]=[CH:13][CH:14]=3)[C:9]=2[CH3:17])[CH2:6][CH2:5][CH2:4][CH2:3][CH2:2]1.O1CCCC1.[OH-].[Na+]. (4) The catalyst class is: 2. Product: [CH3:1][C:2]1[CH:7]=[C:6]([CH3:8])[NH:5][C:4](=[O:9])[C:3]=1[CH2:10][NH:11][C:12]([C:14]1[CH:19]=[C:18]([C:20]2[CH:25]=[CH:24][C:23]([CH2:26][N:27]3[CH2:28][CH2:29][O:30][CH2:31][CH2:32]3)=[CH:22][CH:21]=2)[CH:17]=[C:16]([N:33]([CH2:47][CH3:48])[CH:34]2[CH2:35][CH2:36][NH:37][CH2:38][CH2:39]2)[C:15]=1[CH3:49])=[O:13]. Reactant: [CH3:1][C:2]1[CH:7]=[C:6]([CH3:8])[NH:5][C:4](=[O:9])[C:3]=1[CH2:10][NH:11][C:12]([C:14]1[C:15]([CH3:49])=[C:16]([N:33]([CH2:47][CH3:48])[CH:34]2[CH2:39][CH2:38][N:37](C(OC(C)(C)C)=O)[CH2:36][CH2:35]2)[CH:17]=[C:18]([C:20]2[CH:25]=[CH:24][C:23]([CH2:26][N:27]3[CH2:32][CH2:31][O:30][CH2:29][CH2:28]3)=[CH:22][CH:21]=2)[CH:19]=1)=[O:13].C(O)(C(F)(F)F)=O. (5) Reactant: C([O:4][C:5](=[O:76])[CH2:6][C@H:7]([OH:75])[C@H:8]([NH:12][C:13](=[O:74])[C@H:14]([NH:36][C:37](=[O:73])[C@H:38]([NH:43][C:44](=[O:72])[CH2:45][C@@H:46]([OH:71])/[CH:47]=[CH:48]/[CH2:49][CH2:50][S:51][C:52]([C:65]1[CH:70]=[CH:69][CH:68]=[CH:67][CH:66]=1)([C:59]1[CH:64]=[CH:63][CH:62]=[CH:61][CH:60]=1)[C:53]1[CH:58]=[CH:57][CH:56]=[CH:55][CH:54]=1)[CH2:39][CH:40]([CH3:42])[CH3:41])[CH2:15][S:16][C:17]([C:30]1[CH:35]=[CH:34][CH:33]=[CH:32][CH:31]=1)([C:24]1[CH:29]=[CH:28][CH:27]=[CH:26][CH:25]=1)[C:18]1[CH:23]=[CH:22][CH:21]=[CH:20][CH:19]=1)[CH:9]([CH3:11])[CH3:10])C=C.N1CCOCC1. Product: [OH:75][C@H:7]([C@H:8]([NH:12][C:13](=[O:74])[C@H:14]([NH:36][C:37](=[O:73])[C@H:38]([NH:43][C:44](=[O:72])[CH2:45][C@@H:46]([OH:71])/[CH:47]=[CH:48]/[CH2:49][CH2:50][S:51][C:52]([C:65]1[CH:66]=[CH:67][CH:68]=[CH:69][CH:70]=1)([C:53]1[CH:58]=[CH:57][CH:56]=[CH:55][CH:54]=1)[C:59]1[CH:64]=[CH:63][CH:62]=[CH:61][CH:60]=1)[CH2:39][CH:40]([CH3:41])[CH3:42])[CH2:15][S:16][C:17]([C:18]1[CH:19]=[CH:20][CH:21]=[CH:22][CH:23]=1)([C:30]1[CH:35]=[CH:34][CH:33]=[CH:32][CH:31]=1)[C:24]1[CH:25]=[CH:26][CH:27]=[CH:28][CH:29]=1)[CH:9]([CH3:11])[CH3:10])[CH2:6][C:5]([OH:76])=[O:4]. The catalyst class is: 694. (6) Reactant: Cl.[Cl:2][CH2:3][CH2:4][CH2:5][N:6]1[CH2:11][CH2:10][CH2:9][CH2:8][CH2:7]1.C(=O)([O-])[O-].[K+].[K+].[OH-].[Na+].C(OCC)C. Product: [Cl:2][CH2:3][CH2:4][CH2:5][N:6]1[CH2:11][CH2:10][CH2:9][CH2:8][CH2:7]1. The catalyst class is: 6.